Dataset: Full USPTO retrosynthesis dataset with 1.9M reactions from patents (1976-2016). Task: Predict the reactants needed to synthesize the given product. (1) Given the product [Br:13][C:7]1[CH:6]=[C:5]([CH2:8][C:9]([O:11][CH3:12])=[O:10])[CH:4]=[CH:3][C:2]=1[OH:1], predict the reactants needed to synthesize it. The reactants are: [OH:1][C:2]1[CH:7]=[CH:6][C:5]([CH2:8][C:9]([O:11][CH3:12])=[O:10])=[CH:4][CH:3]=1.[Br:13]Br. (2) Given the product [CH3:1][C:2]1[C:6]([C:7]([OH:9])=[O:8])=[C:5]([C:17]([F:19])([F:18])[F:20])[NH:4][N:3]=1, predict the reactants needed to synthesize it. The reactants are: [CH3:1][C:2]1[C:6]([C:7]([O:9]CC2C=CC=CC=2)=[O:8])=[C:5]([C:17]([F:20])([F:19])[F:18])[NH:4][N:3]=1. (3) Given the product [ClH:47].[CH3:1][C:2]1([CH3:46])[O:6][C:5](=[O:7])[N:4]([CH2:8][C:9]([N:11]2[CH2:16][CH2:15][C@H:14]([NH:17][CH2:18][C:19]3[CH:20]=[C:21]([C:30]4[CH:35]=[CH:34][C:33]([C:36]#[N:37])=[CH:32][C:31]=4[F:38])[CH:22]=[CH:23][C:24]=3[O:25][C:26]([F:28])([F:27])[F:29])[C@H:13]([C:39]3[CH:40]=[CH:41][CH:42]=[CH:43][CH:44]=3)[CH2:12]2)=[O:10])[C:3]1=[O:45], predict the reactants needed to synthesize it. The reactants are: [CH3:1][C:2]1([CH3:46])[O:6][C:5](=[O:7])[N:4]([CH2:8][C:9]([N:11]2[CH2:16][CH2:15][C@H:14]([NH:17][CH2:18][C:19]3[CH:20]=[C:21]([C:30]4[CH:35]=[CH:34][C:33]([C:36]#[N:37])=[CH:32][C:31]=4[F:38])[CH:22]=[CH:23][C:24]=3[O:25][C:26]([F:29])([F:28])[F:27])[C@H:13]([C:39]3[CH:44]=[CH:43][CH:42]=[CH:41][CH:40]=3)[CH2:12]2)=[O:10])[C:3]1=[O:45].[ClH:47].C(OCC)(=O)C. (4) The reactants are: C[SiH](C)C.[N:5]1[CH:10]=[CH:9][CH:8]=[CH:7][C:6]=1[OH:11].[C:12]([O-])([O-])=O.[K+].[K+].[CH3:18][C:19]([CH3:21])=O. Given the product [CH2:18]([N:5]1[CH:10]=[CH:9][CH:8]=[CH:7][C:6]1=[O:11])[CH2:19][C:21]#[CH:12], predict the reactants needed to synthesize it. (5) Given the product [F:27][C:28]1[CH:33]=[CH:32][C:31]([CH2:34][NH:35][C:23]([C:3]2[C:2]([OH:1])=[C:11]3[C:6]([CH:7]=[CH:8][CH:9]=[N:10]3)=[C:5]([N:12]([CH3:22])[S:13]([C:16]3[N:17]=[CH:18][N:19]([CH3:21])[CH:20]=3)(=[O:14])=[O:15])[N:4]=2)=[O:25])=[C:30]([S:36][CH3:37])[CH:29]=1, predict the reactants needed to synthesize it. The reactants are: [OH:1][C:2]1[C:3]([C:23]([O:25]C)=O)=[N:4][C:5]([N:12]([CH3:22])[S:13]([C:16]2[N:17]=[CH:18][N:19]([CH3:21])[CH:20]=2)(=[O:15])=[O:14])=[C:6]2[C:11]=1[N:10]=[CH:9][CH:8]=[CH:7]2.[F:27][C:28]1[CH:33]=[CH:32][C:31]([CH2:34][NH2:35])=[C:30]([S:36][CH3:37])[CH:29]=1. (6) The reactants are: [ClH:1].[CH3:2][C:3]1([CH3:9])[CH2:8][O:7][CH2:6][CH2:5][NH:4]1.[CH2:10](Br)[C:11]#[CH:12].C(=O)([O-])[O-].[K+].[K+]. Given the product [ClH:1].[CH3:2][C:3]1([CH3:9])[CH2:8][O:7][CH2:6][CH2:5][N:4]1[CH2:12][C:11]#[CH:10], predict the reactants needed to synthesize it. (7) Given the product [CH3:1][O:2][C:3]1[CH:4]=[C:5]2[C:10](=[CH:11][CH:12]=1)[C:9]([O:13][C:14]1[CH:15]=[CH:16][C:17](/[CH:20]=[CH:21]/[C:22]([OH:24])=[O:23])=[CH:18][CH:19]=1)=[C:8]([C:27]1[CH:32]=[CH:31][CH:30]=[CH:29][CH:28]=1)[C:7]([CH2:33][CH:34]([CH3:36])[CH3:35])=[CH:6]2, predict the reactants needed to synthesize it. The reactants are: [CH3:1][O:2][C:3]1[CH:4]=[C:5]2[C:10](=[CH:11][CH:12]=1)[C:9]([O:13][C:14]1[CH:19]=[CH:18][C:17](/[CH:20]=[CH:21]/[C:22]([O:24]CC)=[O:23])=[CH:16][CH:15]=1)=[C:8]([C:27]1[CH:32]=[CH:31][CH:30]=[CH:29][CH:28]=1)[C:7]([CH2:33][CH:34]([CH3:36])[CH3:35])=[CH:6]2.[OH-].[Na+].